Dataset: B-cell epitopes from IEDB database with 3,159 antigens for binding position prediction. Task: Token-level Classification. Given an antigen amino acid sequence, predict which amino acid positions are active epitope sites capable of antibody binding. Output is a list of indices for active positions. (1) Given the antigen sequence: MSLISKEELIKLAYSIRPRENEYKTILTNLDEYNKLTTNNNENKYLQLKKLNESIDVFMNKYKTSSRNRALSNLKKDILKEVILIKNSNTSPVEKNLHFVWIGGEVSDIALEYIKQWADINAEYNIKLWYDSEAFLVNTLKKAIVESSTTEALQLLEEEIQNPQFDNMKFYKKRMEFIYDRQKRFINYYKSQINKPTVPTIDDIIKSHLVSEYNRDETVLESYRTNSLRKINSNHGIDIRANSLFTEQELLNIYSQELLNRGNLAAASDIVRLLALKNFGGVYLDVDMLPGIHSDLFKTISRPSSIGLDRWEMIKLEAIMKYKKYINNYTSENFDKLDQQLKDNFKLIIESKSEKSEIFSKLENLNVSDLEIKIAFALGSVINQALISKQGSYLTNLVIEQVKNRYQFLNQHLNPAIESDNNFTDTTKIFHDSLFNSATAENSMFLTKIAPYLQVGFMPEARSTISLSGPGAYASAYYDFINLQENTIEKTLKASDLIEF..., which amino acid positions are active epitope sites? The epitope positions are: [2102, 2103, 2104, 2105, 2106, 2107, 2108, 2109, 2110, 2111]. The amino acids at these positions are: TIDGKKYYFN. (2) Given the antigen sequence: MKMASNDAAPSNDGAAGLVPEINNEAMALEPVAGAAIAAPLTGQQNIIDPWIMNNFVQAPGGEFTVSPRNSPGEVLLNLELGPEINPYLAHLARMYNGYAGGFEVQVVLAGNAFTAGKIIFAAIPPNFPIDNLSAAQITMCPHVIVDVRQLEPVNLPMPDVRNNFFHYNQGSDSRLRLIAMLYTPLRANNSGDDVFTVSCRVLTRPSPDFSFNFLVPPTVESKTKPFSLPILTISEMSNSRFPVPIDSLHTSPTENIVVQCQNGRVTLDGELMGTTQLLPSQICAFRGVLTRSTSRASDQADTATPRLFNYYWHIQLDNLNETPYDPAEGIPGPLGTPDFRGKVFGVASQRNPDTTTRAHEAKVDTTSGRFTPKLGSLEISTESDDFDQNKPTRFTPVGIGVDHEADFQQWTLPDYAGQFTHNMNLAPAVAPNFPGEQLLFFRSQLPSSGGRSNGILDCLVPQEWVQHFYQESAPSQSQVALVRYINPDTGRVLFEAKLH..., which amino acid positions are active epitope sites? The epitope positions are: [369, 370, 371, 372, 373, 374, 375, 376, 377, 378]. The amino acids at these positions are: RFTPKLGSLE. (3) Given the antigen sequence: MVKSHIGSWILVLFVAMWSDVGLCKKRPKPGGGWNTGGSRYPGQGSPGGNRYPPQGGGGWGQPHGGGWGQPHGGGWGQPHGGGWGQPHGGGWGQPHGGGGWGQGGTHGQWNKPSKPKTNMKHVAGAAAAGAVVGGLGGYMLGSAMSRPLIHFGSDYEDRYYRENMHRYPNQVYYRPVDQYSNQNNFVHDCVNITVKEHTVTTTTKGENFTETDIKMMKRVVEQMCITQYQRESQAYYQRGASVILFSSPPVILLISFLIFLIVG, which amino acid positions are active epitope sites? The epitope positions are: [152, 153, 154, 155, 156, 157, 158, 159, 160, 161, 162, 163, 164]. The amino acids at these positions are: GSDYEDRYYRENM.